This data is from Forward reaction prediction with 1.9M reactions from USPTO patents (1976-2016). The task is: Predict the product of the given reaction. (1) Given the reactants [C:1]([C:5]1[CH:10]=[CH:9][C:8]([N+:11]([O-])=O)=[CH:7][C:6]=1[O:14][CH3:15])([CH3:4])([CH3:3])[CH3:2].C([O-])=O.[K+], predict the reaction product. The product is: [C:1]([C:5]1[CH:10]=[CH:9][C:8]([NH2:11])=[CH:7][C:6]=1[O:14][CH3:15])([CH3:4])([CH3:2])[CH3:3]. (2) Given the reactants [C:1]([C:8]1[CH:13]=[C:12]([O:14][CH3:15])[CH:11]=[CH:10][C:9]=1[C:16](=[O:24])[CH2:17][C:18]1[CH:23]=[CH:22][CH:21]=[CH:20][CH:19]=1)#[C:2][CH2:3][CH2:4][CH2:5][CH2:6][CH3:7].C[Si]([N-][Si](C)(C)C)(C)C.[K+], predict the reaction product. The product is: [CH3:15][O:14][C:12]1[CH:13]=[C:8]2[C:9](=[CH:10][CH:11]=1)[C:16]([OH:24])=[C:17]([C:18]1[CH:23]=[CH:22][CH:21]=[CH:20][CH:19]=1)[C:2]([CH2:3][CH2:4][CH2:5][CH2:6][CH3:7])=[CH:1]2. (3) The product is: [Cl:35][C:32]1[CH:31]=[CH:30][C:29]([NH:28][C:21]2[C:22]3[C:27](=[CH:26][CH:25]=[CH:24][CH:23]=3)[C:18]([O:1][CH2:2][C:3]3[CH:8]=[CH:7][N:6]=[CH:5][CH:4]=3)=[N:19][N:20]=2)=[CH:34][CH:33]=1. Given the reactants [OH:1][CH2:2][C:3]1[CH:8]=[CH:7][N:6]=[CH:5][CH:4]=1.[H-].[Na+].CN(C=O)C.Cl.Cl[C:18]1[C:27]2[C:22](=[CH:23][CH:24]=[CH:25][CH:26]=2)[C:21]([NH:28][C:29]2[CH:34]=[CH:33][C:32]([Cl:35])=[CH:31][CH:30]=2)=[N:20][N:19]=1, predict the reaction product. (4) Given the reactants [Cl:1][C:2]1[CH:3]=[C:4]2[C:8](=[CH:9][CH:10]=1)[N:7]([CH3:11])[C:6]([C:12]([OH:14])=O)=[C:5]2[CH3:15].C[O:17][C:18](=[O:39])[CH2:19][CH2:20][C:21]1[CH:26]=[CH:25][C:24]([O:27][C:28]2[CH:33]=[C:32]([CH3:34])[CH:31]=[C:30]([C@H:35]([NH2:37])[CH3:36])[CH:29]=2)=[CH:23][C:22]=1[CH3:38], predict the reaction product. The product is: [Cl:1][C:2]1[CH:3]=[C:4]2[C:8](=[CH:9][CH:10]=1)[N:7]([CH3:11])[C:6]([C:12]([NH:37][CH:35]([C:30]1[CH:29]=[C:28]([CH:33]=[C:32]([CH3:34])[CH:31]=1)[O:27][C:24]1[CH:25]=[CH:26][C:21]([CH2:20][CH2:19][C:18]([OH:39])=[O:17])=[C:22]([CH3:38])[CH:23]=1)[CH3:36])=[O:14])=[C:5]2[CH3:15]. (5) Given the reactants [CH3:1][N:2]([CH2:13][CH2:14][CH2:15][CH2:16][CH:17]=[CH:18][CH2:19][CH2:20][CH2:21][CH2:22][CH2:23][CH2:24][CH2:25][CH2:26][CH2:27][C:28]1[CH:33]=[CH:32][CH:31]=[CH:30][CH:29]=1)C(=O)OCC1C=CC=CC=1, predict the reaction product. The product is: [CH3:1][NH:2][CH2:13][CH2:14][CH2:15][CH2:16][CH2:17][CH2:18][CH2:19][CH2:20][CH2:21][CH2:22][CH2:23][CH2:24][CH2:25][CH2:26][CH2:27][C:28]1[CH:29]=[CH:30][CH:31]=[CH:32][CH:33]=1. (6) Given the reactants [OH:1][C:2]([C:4]([F:7])([F:6])[F:5])=[O:3].[F:8][CH:9]([F:38])[CH2:10][NH:11][C:12]1[N:13]=[C:14]2[CH2:36][CH:35]([CH3:37])[NH:34][CH2:33][C:15]2=[N:16][C:17]=1[N:18]1[CH2:23][CH2:22][CH:21]([O:24][C:25]2[CH:30]=[CH:29][C:28]([F:31])=[CH:27][C:26]=2[F:32])[CH2:20][CH2:19]1.C(OC(=O)C)(=O)C.CCN(C(C)C)C(C)C, predict the reaction product. The product is: [F:38][CH:9]([F:8])[CH2:10][NH:11][C:12]1[N:13]=[C:14]2[CH2:36][CH:35]([CH3:37])[N:34]([C:2](=[O:1])[CH3:4])[CH2:33][C:15]2=[N:16][C:17]=1[N:18]1[CH2:19][CH2:20][CH:21]([O:24][C:25]2[CH:30]=[CH:29][C:28]([F:31])=[CH:27][C:26]=2[F:32])[CH2:22][CH2:23]1.[C:2]([OH:3])([C:4]([F:7])([F:6])[F:5])=[O:1].